This data is from NCI-60 drug combinations with 297,098 pairs across 59 cell lines. The task is: Regression. Given two drug SMILES strings and cell line genomic features, predict the synergy score measuring deviation from expected non-interaction effect. (1) Synergy scores: CSS=-2.37, Synergy_ZIP=1.76, Synergy_Bliss=0.0261, Synergy_Loewe=-7.44, Synergy_HSA=-4.53. Drug 2: CCC1(CC2CC(C3=C(CCN(C2)C1)C4=CC=CC=C4N3)(C5=C(C=C6C(=C5)C78CCN9C7C(C=CC9)(C(C(C8N6C=O)(C(=O)OC)O)OC(=O)C)CC)OC)C(=O)OC)O.OS(=O)(=O)O. Drug 1: C1CCC(C1)C(CC#N)N2C=C(C=N2)C3=C4C=CNC4=NC=N3. Cell line: OVCAR-5. (2) Drug 1: C1=CC(=C2C(=C1NCCNCCO)C(=O)C3=C(C=CC(=C3C2=O)O)O)NCCNCCO. Drug 2: C1CN1P(=S)(N2CC2)N3CC3. Cell line: SNB-19. Synergy scores: CSS=48.2, Synergy_ZIP=0.464, Synergy_Bliss=1.61, Synergy_Loewe=-8.81, Synergy_HSA=4.11. (3) Drug 1: CCN(CC)CCNC(=O)C1=C(NC(=C1C)C=C2C3=C(C=CC(=C3)F)NC2=O)C. Drug 2: C(CC(=O)O)C(=O)CN.Cl. Cell line: MCF7. Synergy scores: CSS=1.94, Synergy_ZIP=-0.283, Synergy_Bliss=-0.628, Synergy_Loewe=-4.31, Synergy_HSA=-2.57. (4) Drug 1: C1=CN(C=N1)CC(O)(P(=O)(O)O)P(=O)(O)O. Drug 2: C1=NC2=C(N1)C(=S)N=CN2. Cell line: HOP-62. Synergy scores: CSS=41.4, Synergy_ZIP=-1.88, Synergy_Bliss=-4.62, Synergy_Loewe=-15.2, Synergy_HSA=-1.77. (5) Drug 1: C1=CC(=CC=C1CCC2=CNC3=C2C(=O)NC(=N3)N)C(=O)NC(CCC(=O)O)C(=O)O. Drug 2: CC1CCC2CC(C(=CC=CC=CC(CC(C(=O)C(C(C(=CC(C(=O)CC(OC(=O)C3CCCCN3C(=O)C(=O)C1(O2)O)C(C)CC4CCC(C(C4)OC)OCCO)C)C)O)OC)C)C)C)OC. Cell line: HS 578T. Synergy scores: CSS=20.1, Synergy_ZIP=-5.47, Synergy_Bliss=-4.99, Synergy_Loewe=-0.958, Synergy_HSA=0.551. (6) Drug 1: C1=C(C(=O)NC(=O)N1)N(CCCl)CCCl. Drug 2: C(CCl)NC(=O)N(CCCl)N=O. Cell line: HOP-92. Synergy scores: CSS=32.0, Synergy_ZIP=-6.33, Synergy_Bliss=-4.70, Synergy_Loewe=-4.63, Synergy_HSA=-2.87. (7) Drug 1: CC1=C2C(C(=O)C3(C(CC4C(C3C(C(C2(C)C)(CC1OC(=O)C(C(C5=CC=CC=C5)NC(=O)OC(C)(C)C)O)O)OC(=O)C6=CC=CC=C6)(CO4)OC(=O)C)OC)C)OC. Drug 2: C1CN1P(=S)(N2CC2)N3CC3. Cell line: M14. Synergy scores: CSS=45.3, Synergy_ZIP=1.84, Synergy_Bliss=1.13, Synergy_Loewe=-14.2, Synergy_HSA=2.28. (8) Drug 1: C1=CC=C(C(=C1)C(C2=CC=C(C=C2)Cl)C(Cl)Cl)Cl. Drug 2: C1CC(=O)NC(=O)C1N2C(=O)C3=CC=CC=C3C2=O. Cell line: LOX IMVI. Synergy scores: CSS=1.15, Synergy_ZIP=-1.57, Synergy_Bliss=-3.52, Synergy_Loewe=-2.21, Synergy_HSA=-2.68.